Dataset: Full USPTO retrosynthesis dataset with 1.9M reactions from patents (1976-2016). Task: Predict the reactants needed to synthesize the given product. (1) Given the product [C:1]([N:13]1[CH2:18][CH2:17][S:16][CH2:15][CH2:14]1)(=[O:12])/[CH:2]=[CH:3]/[CH2:4][CH2:5][CH2:6][CH2:7][CH2:8][CH2:9][CH3:10], predict the reactants needed to synthesize it. The reactants are: [C:1]([OH:12])(=O)/[CH:2]=[CH:3]/[CH2:4][CH2:5][CH2:6][CH2:7][CH2:8][CH2:9][CH3:10].[NH:13]1[CH2:18][CH2:17][S:16][CH2:15][CH2:14]1. (2) Given the product [NH2:11][CH2:3][C@@H:2]([OH:1])[CH2:4][N:5]1[CH2:10][CH2:9][O:8][CH2:7][CH2:6]1, predict the reactants needed to synthesize it. The reactants are: [O:1]1[CH2:3][C@@H:2]1[CH2:4][N:5]1[CH2:10][CH2:9][O:8][CH2:7][CH2:6]1.[NH3:11]. (3) Given the product [CH3:18][O:12][C:11]([C:3]1([NH:2][OH:1])[CH2:8][CH2:7][N:6]([O:9][CH3:10])[CH2:5][CH2:4]1)=[O:13], predict the reactants needed to synthesize it. The reactants are: [OH:1][NH:2][C:3]1([C:11]([OH:13])=[O:12])[CH2:8][CH2:7][N:6]([O:9][CH3:10])[CH2:5][CH2:4]1.S(Cl)(Cl)=O.[CH3:18]O. (4) Given the product [Cl:1][C:2]1[N:3]=[C:4]([Cl:18])[C:5]([OH:16])=[C:6]([N:8]2[CH2:13][CH2:12][O:11][CH2:10][CH:9]2[CH2:14][OH:15])[N:7]=1, predict the reactants needed to synthesize it. The reactants are: [Cl:1][C:2]1[N:7]=[C:6]([N:8]2[CH2:13][CH2:12][O:11][CH2:10][CH:9]2[CH2:14][OH:15])[C:5]([O:16]C)=[C:4]([Cl:18])[N:3]=1.[Cl-].[Li+]. (5) Given the product [CH3:15][S:12]([NH:11][C:25]1[CH:30]=[CH:29][C:28]([C:2]2[CH:3]=[C:4]3[C:8](=[CH:9][CH:10]=2)[CH2:7][CH:6]([NH:11][S:12]([CH:15]([CH3:17])[CH3:16])(=[O:14])=[O:13])[CH2:5]3)=[CH:27][CH:26]=1)(=[O:13])=[O:24], predict the reactants needed to synthesize it. The reactants are: I[C:2]1[CH:3]=[C:4]2[C:8](=[CH:9][CH:10]=1)[CH2:7][CH:6]([NH:11][S:12]([CH:15]([CH3:17])[CH3:16])(=[O:14])=[O:13])[CH2:5]2.C(=O)([O-])[O-].[Cs+].[Cs+].[OH2:24].[C:25]1(P([C:25]2[CH:30]=[CH:29][CH:28]=[CH:27][CH:26]=2)[C:25]2[CH:30]=[CH:29][CH:28]=[CH:27][CH:26]=2)[CH:30]=[CH:29][CH:28]=[CH:27][CH:26]=1. (6) Given the product [CH2:40]([O:1][C:2]1[CH:3]=[CH:4][C:5]([C:8]2[N:12]=[C:11]([CH2:13][N:14]3[CH2:19][CH2:18][CH2:17][C:16]([C:26]4[CH:27]=[CH:28][CH:29]=[CH:30][CH:31]=4)([C:20]4[CH:25]=[CH:24][CH:23]=[CH:22][CH:21]=4)[C:15]3=[O:32])[O:10][N:9]=2)=[CH:6][CH:7]=1)[CH:41]([CH3:43])[CH3:42], predict the reactants needed to synthesize it. The reactants are: [OH:1][C:2]1[CH:7]=[CH:6][C:5]([C:8]2[N:12]=[C:11]([CH2:13][N:14]3[CH2:19][CH2:18][CH2:17][C:16]([C:26]4[CH:31]=[CH:30][CH:29]=[CH:28][CH:27]=4)([C:20]4[CH:25]=[CH:24][CH:23]=[CH:22][CH:21]=4)[C:15]3=[O:32])[O:10][N:9]=2)=[CH:4][CH:3]=1.C(=O)([O-])[O-].[K+].[K+].Br[CH2:40][CH:41]([CH3:43])[CH3:42]. (7) Given the product [C:1]([C:7]1[C:8]([C:12]2[CH:13]=[N:14][CH:15]=[CH:16][CH:17]=2)=[N:9][NH:10][CH:11]=1)#[C:2][CH2:3][CH2:4][CH2:5][CH2:6][CH3:19].[C:26]1([S:32]([N:35]2[CH:39]=[C:38]([C:19]#[C:20][CH2:21][CH2:22][CH2:23][CH2:24][CH3:25])[C:37]([C:41]3[CH:42]=[N:43][CH:44]=[CH:45][CH:46]=3)=[N:36]2)(=[O:34])=[O:33])[CH:31]=[CH:30][CH:29]=[CH:28][CH:27]=1, predict the reactants needed to synthesize it. The reactants are: [C:1]([C:7]1[C:8]([C:12]2[CH2:13][N:14](C)[CH2:15][CH2:16][CH:17]=2)=[N:9][NH:10][CH:11]=1)#[C:2][CH2:3][CH2:4][CH2:5][CH3:6].[CH:19]#[C:20][CH2:21][CH2:22][CH2:23][CH2:24][CH3:25].[C:26]1([S:32]([N:35]2[CH:39]=[C:38](Br)[C:37]([C:41]3[CH:42]=[N:43][CH:44]=[CH:45][CH:46]=3)=[N:36]2)(=[O:34])=[O:33])[CH:31]=[CH:30][CH:29]=[CH:28][CH:27]=1. (8) Given the product [CH2:1]([N:8]1[CH2:13][CH2:12][NH:11][C@H:10]([CH2:15][C:16]2[CH:21]=[CH:20][C:19]([CH3:22])=[C:18]([O:23][CH3:24])[CH:17]=2)[CH2:9]1)[C:2]1[CH:3]=[CH:4][CH:5]=[CH:6][CH:7]=1, predict the reactants needed to synthesize it. The reactants are: [CH2:1]([N:8]1[CH2:13][C:12](=O)[NH:11][C@H:10]([CH2:15][C:16]2[CH:21]=[CH:20][C:19]([CH3:22])=[C:18]([O:23][CH3:24])[CH:17]=2)[C:9]1=O)[C:2]1[CH:7]=[CH:6][CH:5]=[CH:4][CH:3]=1.[H-].[Al+3].[Li+].[H-].[H-].[H-].[OH-].[Na+].